This data is from Full USPTO retrosynthesis dataset with 1.9M reactions from patents (1976-2016). The task is: Predict the reactants needed to synthesize the given product. Given the product [OH:8][CH2:9][C:10]1[N:11]([C:21]2[CH:22]=[CH:23][CH:24]=[CH:25][CH:26]=2)[C:12](=[O:20])[C:13]2[N:14]([CH:16]=[CH:17][C:18]=2[CH3:19])[CH:15]=1, predict the reactants needed to synthesize it. The reactants are: [Si]([O:8][CH2:9][C:10]1[N:11]([C:21]2[CH:26]=[CH:25][CH:24]=[CH:23][CH:22]=2)[C:12](=[O:20])[C:13]2[N:14]([CH:16]=[CH:17][C:18]=2[CH3:19])[CH:15]=1)(C(C)(C)C)(C)C.CCCC[N+](CCCC)(CCCC)CCCC.[F-].